This data is from Full USPTO retrosynthesis dataset with 1.9M reactions from patents (1976-2016). The task is: Predict the reactants needed to synthesize the given product. The reactants are: Cl.Cl.[NH:3]1[CH2:8][CH2:7][CH:6]([O:9][C:10]2[N:15]=[CH:14][CH:13]=[CH:12][N:11]=2)[CH2:5][CH2:4]1.C(N(C(C)C)CC)(C)C.[Cl:25][C:26]1[CH:27]=[C:28]([CH2:33][N:34]=[C:35]=[O:36])[CH:29]=[CH:30][C:31]=1[Cl:32]. Given the product [Cl:25][C:26]1[CH:27]=[C:28]([CH:29]=[CH:30][C:31]=1[Cl:32])[CH2:33][NH:34][C:35]([N:3]1[CH2:4][CH2:5][CH:6]([O:9][C:10]2[N:11]=[CH:12][CH:13]=[CH:14][N:15]=2)[CH2:7][CH2:8]1)=[O:36], predict the reactants needed to synthesize it.